The task is: Regression. Given a peptide amino acid sequence and an MHC pseudo amino acid sequence, predict their binding affinity value. This is MHC class I binding data.. This data is from Peptide-MHC class I binding affinity with 185,985 pairs from IEDB/IMGT. (1) The binding affinity (normalized) is 0.0847. The peptide sequence is AVNAATYNR. The MHC is HLA-A02:03 with pseudo-sequence HLA-A02:03. (2) The peptide sequence is VTRREVHIY. The MHC is HLA-A26:01 with pseudo-sequence HLA-A26:01. The binding affinity (normalized) is 0.0107. (3) The peptide sequence is NILVAGNLI. The MHC is HLA-B08:01 with pseudo-sequence HLA-B08:01. The binding affinity (normalized) is 0.0847. (4) The peptide sequence is VYQILQPIL. The MHC is HLA-A68:02 with pseudo-sequence HLA-A68:02. The binding affinity (normalized) is 0.0744. (5) The peptide sequence is GIRFPKTFGW. The MHC is Mamu-B17 with pseudo-sequence Mamu-B17. The binding affinity (normalized) is 0.414.